From a dataset of Forward reaction prediction with 1.9M reactions from USPTO patents (1976-2016). Predict the product of the given reaction. (1) Given the reactants [Br:1][C:2]1[CH:3]=[C:4]2[C:8](=[CH:9][C:10]=1[CH3:11])[NH:7][N:6]=[CH:5]2.C1(C(N)C2CCCCC2)CCCCC1.[CH3:26][Si:27]([CH2:30][CH2:31][O:32][CH2:33]Cl)([CH3:29])[CH3:28].[OH-].[Na+], predict the reaction product. The product is: [Br:1][C:2]1[C:10]([CH3:11])=[CH:9][C:8]2[C:4](=[CH:5][N:6]([CH2:33][O:32][CH2:31][CH2:30][Si:27]([CH3:29])([CH3:28])[CH3:26])[N:7]=2)[CH:3]=1. (2) Given the reactants [CH2:1]([O:3][C:4]([C:6]1[C:10]([C:11]2[CH:16]=[CH:15][CH:14]=[CH:13][C:12]=2[F:17])=[C:9]([Cl:18])[S:8][C:7]=1[NH:19]C(=O)C(F)(F)F)=[O:5])[CH3:2].[BH4-].[Na+].Cl, predict the reaction product. The product is: [CH2:1]([O:3][C:4]([C:6]1[C:10]([C:11]2[CH:16]=[CH:15][CH:14]=[CH:13][C:12]=2[F:17])=[C:9]([Cl:18])[S:8][C:7]=1[NH2:19])=[O:5])[CH3:2]. (3) Given the reactants [CH3:1][O:2][C:3](=[O:13])[CH2:4][CH2:5][CH2:6][CH:7]1[CH2:12][CH2:11][NH:10][CH2:9][CH2:8]1.C([O-])([O-])=O.[K+].[K+].I[CH2:21][CH2:22][CH2:23][CH2:24][N:25]1[C:33](=[O:34])[CH:32]2[CH:27]([CH:28]=[CH:29][CH:30]=[CH:31]2)[C:26]1=[O:35], predict the reaction product. The product is: [CH3:1][O:2][C:3](=[O:13])[CH2:4][CH2:5][CH2:6][CH:7]1[CH2:12][CH2:11][N:10]([CH2:21][CH2:22][CH2:23][CH2:24][N:25]2[C:33](=[O:34])[CH:32]3[CH:27]([CH:28]=[CH:29][CH:30]=[CH:31]3)[C:26]2=[O:35])[CH2:9][CH2:8]1.